Dataset: Forward reaction prediction with 1.9M reactions from USPTO patents (1976-2016). Task: Predict the product of the given reaction. (1) Given the reactants C([O:3][C:4](=[O:19])[CH2:5][CH:6]1[O:10][B:9]([OH:11])[C:8]2[CH:12]=[C:13]([OH:18])[CH:14]=[C:15]([O:16][CH3:17])[C:7]1=2)C.[OH-].[Li+].Cl, predict the reaction product. The product is: [OH:11][B:9]1[C:8]2[CH:12]=[C:13]([OH:18])[CH:14]=[C:15]([O:16][CH3:17])[C:7]=2[CH:6]([CH2:5][C:4]([OH:19])=[O:3])[O:10]1. (2) Given the reactants [F:1][C:2]1[CH:3]=[CH:4][C:5]2[N:6]([CH:8]=[C:9]([C:11]3[CH:12]=[C:13]([C:17]([OH:20])([CH3:19])[CH3:18])[CH:14]=[N:15][CH:16]=3)[N:10]=2)[CH:7]=1.[Cl:21]N1C(=O)CCC1=O, predict the reaction product. The product is: [Cl:21][C:8]1[N:6]2[CH:7]=[C:2]([F:1])[CH:3]=[CH:4][C:5]2=[N:10][C:9]=1[C:11]1[CH:12]=[C:13]([C:17]([OH:20])([CH3:18])[CH3:19])[CH:14]=[N:15][CH:16]=1. (3) Given the reactants [CH3:1][S:2]([C:5]1[C:6]([O:16][C:17]2[CH:22]=[CH:21][C:20]([N+:23]([O-])=O)=[C:19]([S:26]([F:31])([F:30])([F:29])([F:28])[F:27])[CH:18]=2)=[CH:7][C:8]([CH3:15])=[C:9]([CH:14]=1)[C:10]([O:12][CH3:13])=[O:11])(=[O:4])=[O:3].[H][H], predict the reaction product. The product is: [NH2:23][C:20]1[CH:21]=[CH:22][C:17]([O:16][C:6]2[C:5]([S:2]([CH3:1])(=[O:3])=[O:4])=[CH:14][C:9]([C:10]([O:12][CH3:13])=[O:11])=[C:8]([CH3:15])[CH:7]=2)=[CH:18][C:19]=1[S:26]([F:30])([F:31])([F:27])([F:28])[F:29]. (4) The product is: [CH:13]1[C:12]2[CH:11]([CH2:10][O:9][C:7]([N:5]3[CH2:6][C@H:2]([SH:1])[CH2:3][C@H:4]3[C:24](=[O:25])[C:65]3[CH:66]=[CH:67][C:62]([F:61])=[CH:63][CH:64]=3)=[O:8])[C:20]3[C:21](=[CH:16][CH:17]=[CH:18][CH:19]=3)[C:22]=2[CH:23]=[CH:15][CH:14]=1. Given the reactants [SH:1][C@H:2]1[CH2:6][N:5]([C:7]([O:9][CH2:10][C:11]2[C:23]3[CH2:22][C:21]4[C:16](=[CH:17][CH:18]=[CH:19][CH:20]=4)[C:15]=3[CH:14]=[CH:13][CH:12]=2)=[O:8])[C@H:4]([C:24](O)=[O:25])[CH2:3]1.[B-](F)(F)(F)F.CN(C(ON1C(=O)C=CC=C1)=[N+](C)C)C.CCN(C(C)C)C(C)C.Cl.CNOC.[F:61][C:62]1[CH:67]=[CH:66][C:65]([Mg]Br)=[CH:64][CH:63]=1, predict the reaction product.